Dataset: Full USPTO retrosynthesis dataset with 1.9M reactions from patents (1976-2016). Task: Predict the reactants needed to synthesize the given product. Given the product [Br:12][C:13]1[CH:20]=[C:19]([C:21]#[N:22])[CH:18]=[CH:17][C:14]=1[N:5]([CH2:1][S:29]([C:23]1[CH:28]=[CH:27][CH:26]=[CH:25][CH:24]=1)(=[O:31])=[O:30])[C:4](=[O:11])[O:6][C:7]([CH3:10])([CH3:9])[CH3:8], predict the reactants needed to synthesize it. The reactants are: [CH:1](O)=O.[C:4](=[O:11])([O:6][C:7]([CH3:10])([CH3:9])[CH3:8])[NH2:5].[Br:12][C:13]1[CH:20]=[C:19]([C:21]#[N:22])[CH:18]=[CH:17][C:14]=1C=O.[C:23]1([S:29]([O-:31])=[O:30])[CH:28]=[CH:27][CH:26]=[CH:25][CH:24]=1.[Na+].